From a dataset of Catalyst prediction with 721,799 reactions and 888 catalyst types from USPTO. Predict which catalyst facilitates the given reaction. (1) Reactant: [CH2:1]([N:3]([CH2:37][CH3:38])[CH2:4][CH2:5][CH2:6][NH:7][C:8]1[N:9]=[C:10]([C:27]2[CH:28]=[C:29]([CH:33]=[CH:34][C:35]=2[CH3:36])[C:30](O)=[O:31])[C:11]2[CH:17]=[CH:16][C:15](=[O:18])[N:14]([C:19]3[C:24]([F:25])=[CH:23][CH:22]=[CH:21][C:20]=3[F:26])[C:12]=2[N:13]=1)[CH3:2].CN(C(ON1N=NC2C=CC=CC1=2)=[N+](C)C)C.F[P-](F)(F)(F)(F)F.C(N(CC)CC)C.[CH3:70][CH:71]([CH3:75])[C@H:72]([NH2:74])[CH3:73]. Product: [CH2:37]([N:3]([CH2:1][CH3:2])[CH2:4][CH2:5][CH2:6][NH:7][C:8]1[N:9]=[C:10]([C:27]2[CH:28]=[C:29]([CH:33]=[CH:34][C:35]=2[CH3:36])[C:30]([NH:74][C@H:72]([CH3:73])[CH:71]([CH3:75])[CH3:70])=[O:31])[C:11]2[CH:17]=[CH:16][C:15](=[O:18])[N:14]([C:19]3[C:24]([F:25])=[CH:23][CH:22]=[CH:21][C:20]=3[F:26])[C:12]=2[N:13]=1)[CH3:38]. The catalyst class is: 3. (2) Reactant: C[Al](C)C.[NH2:5][C:6]1[CH:11]=[CH:10][CH:9]=[CH:8][CH:7]=1.C([O:14][C:15]([C:17]1[N:21]2[N:22]=[C:23]([Cl:27])[CH:24]=[C:25]([CH3:26])[C:20]2=[N:19][CH:18]=1)=O)C. Product: [C:6]1([NH:5][C:15]([C:17]2[N:21]3[N:22]=[C:23]([Cl:27])[CH:24]=[C:25]([CH3:26])[C:20]3=[N:19][CH:18]=2)=[O:14])[CH:11]=[CH:10][CH:9]=[CH:8][CH:7]=1. The catalyst class is: 4. (3) Reactant: [Br:1][C:2]1[CH:11]=[CH:10][C:5]([C:6]([O:8][CH3:9])=[O:7])=[CH:4][C:3]=1[CH:12]=[O:13].[BH4-].[Na+]. Product: [Br:1][C:2]1[CH:11]=[CH:10][C:5]([C:6]([O:8][CH3:9])=[O:7])=[CH:4][C:3]=1[CH2:12][OH:13]. The catalyst class is: 191. (4) Reactant: [NH2:1][C:2]1[C:7]([CH3:8])=[C:6]([Br:9])[CH:5]=[CH:4][C:3]=1[NH:10][C:11]1[CH:16]=[CH:15][C:14]([NH:17][S:18]([C:21]2[CH:26]=[CH:25][CH:24]=[CH:23][CH:22]=2)(=[O:20])=[O:19])=[CH:13][CH:12]=1.BrC1C=CC(O)=C([N+]([O-])=O)C=1C.[C:39](Cl)(=[O:44])[CH2:40][C:41](Cl)=[O:42]. Product: [Br:9][C:6]1[CH:5]=[CH:4][C:3]2[N:10]([C:11]3[CH:12]=[CH:13][C:14]([NH:17][S:18]([C:21]4[CH:22]=[CH:23][CH:24]=[CH:25][CH:26]=4)(=[O:20])=[O:19])=[CH:15][CH:16]=3)[C:39](=[O:44])[CH2:40][C:41](=[O:42])[NH:1][C:2]=2[C:7]=1[CH3:8]. The catalyst class is: 1. (5) Reactant: [C:1]1([S:7]([C:10]2[CH:11]=[N:12][C:13]3[C:18]([CH:19]=2)=[CH:17][CH:16]=[CH:15][C:14]=3[O:20][CH2:21][CH2:22][N:23]2[CH2:27][CH2:26][CH2:25][CH2:24]2)(=[O:9])=[O:8])[CH:6]=[CH:5][CH:4]=[CH:3][CH:2]=1.[Cl:28]N1C(=O)CCC1=O. Product: [ClH:28].[Cl:28][C:17]1[CH:16]=[CH:15][C:14]([O:20][CH2:21][CH2:22][N:23]2[CH2:27][CH2:26][CH2:25][CH2:24]2)=[C:13]2[C:18]=1[CH:19]=[C:10]([S:7]([C:1]1[CH:2]=[CH:3][CH:4]=[CH:5][CH:6]=1)(=[O:8])=[O:9])[CH:11]=[N:12]2. The catalyst class is: 15. (6) Reactant: [Cl:1][C:2]1[C:3]([C:9]([OH:11])=O)=[N:4][C:5]([Cl:8])=[CH:6][CH:7]=1.[C:12]12([CH2:22][NH2:23])[CH2:21][CH:16]3[CH2:17][CH:18]([CH2:20][CH:14]([CH2:15]3)[CH2:13]1)[CH2:19]2. Product: [C:12]12([CH2:22][NH:23][C:9]([C:3]3[C:2]([Cl:1])=[CH:7][CH:6]=[C:5]([Cl:8])[N:4]=3)=[O:11])[CH2:19][CH:18]3[CH2:17][CH:16]([CH2:15][CH:14]([CH2:20]3)[CH2:13]1)[CH2:21]2. The catalyst class is: 2. (7) Reactant: [Cl:1][C:2]1[CH:28]=[C:27]([OH:29])[CH:26]=[CH:25][C:3]=1[C:4]([N:6]1[C:12]2[CH:13]=[CH:14][CH:15]=[CH:16][C:11]=2[CH2:10][N:9]([CH2:17][C:18]2[O:19][C:20]([CH3:23])=[N:21][N:22]=2)[C:8](=[O:24])[CH2:7]1)=[O:5].C(=O)([O-])[O-].[Cs+].[Cs+].[CH3:36][C:37]1([CH3:40])[CH2:39][O:38]1.O. Product: [Cl:1][C:2]1[CH:28]=[C:27]([O:29][CH2:36][C:37]([OH:38])([CH3:40])[CH3:39])[CH:26]=[CH:25][C:3]=1[C:4]([N:6]1[C:12]2[CH:13]=[CH:14][CH:15]=[CH:16][C:11]=2[CH2:10][N:9]([CH2:17][C:18]2[O:19][C:20]([CH3:23])=[N:21][N:22]=2)[C:8](=[O:24])[CH2:7]1)=[O:5]. The catalyst class is: 42.